This data is from HIV replication inhibition screening data with 41,000+ compounds from the AIDS Antiviral Screen. The task is: Binary Classification. Given a drug SMILES string, predict its activity (active/inactive) in a high-throughput screening assay against a specified biological target. (1) The compound is CCCCNCCCNCCCNC(=O)c1csc(-c2csc(CCNC(=O)C(NC(=O)C(C)C(O)C(C)NC(=O)C(NC(=O)c3nc(C(CC(N)=O)NCC(N)C(N)=O)nc(N)c3C)C(OC3OC(CO)C(O)C(O)C3OC3OC(CO)C(O)C(OC(N)=O)C3O)c3c[nH]cn3)C(C)O)n2)n1.O=S(=O)(O)O. The result is 0 (inactive). (2) The result is 0 (inactive). The molecule is c1ccc(CN2CCCCC(Sc3ccccc3)CC2)cc1.